The task is: Regression/Classification. Given a drug SMILES string, predict its absorption, distribution, metabolism, or excretion properties. Task type varies by dataset: regression for continuous measurements (e.g., permeability, clearance, half-life) or binary classification for categorical outcomes (e.g., BBB penetration, CYP inhibition). Dataset: b3db_classification.. This data is from Blood-brain barrier permeability classification from the B3DB database. (1) The drug is CC[C@]1(O)C[C@H]2CN(CCc3c([nH]c4ccccc34)C(C(=O)OC)(c3cc4c(cc3OC)N(C)[C@@H]3C45CCN4CC=C[C@](CC)([C@H]45)[C@@H](OC(C)=O)[C@]3(O)C(=O)OC)C2)C1. The result is 0 (does not penetrate BBB). (2) The molecule is CCOC(=O)C(CCc1ccccc1)NC(C)C(=O)N1Cc2cc(OC)c(OC)cc2CC1C(=O)O. The result is 0 (does not penetrate BBB). (3) The compound is CN1CCC[C@H]1c1cccnc1. The result is 1 (penetrates BBB).